This data is from Reaction yield outcomes from USPTO patents with 853,638 reactions. The task is: Predict the reaction yield, written as a fraction of the theoretical maximum amount of product (1.0 means a 100% yield; for example, 0.34 means a 34% yield). (1) The reactants are [Cl:1][C:2]1[C:3]([CH2:10][N:11]2[C:19](=[O:20])[C:18]3[C:13](=[CH:14][CH:15]=[CH:16][CH:17]=3)[C:12]2=[O:21])=[N:4][CH:5]=[C:6]([CH:8]=[CH2:9])[CH:7]=1.Br[CH:23]([C:28]1[CH:29]=[C:30]([Cl:36])[C:31]([Cl:35])=[C:32]([Cl:34])[CH:33]=1)[C:24]([F:27])([F:26])[F:25].N1C=CC=CC=1C1C=CC=CN=1. The catalyst is ClC1C=CC=CC=1Cl.Cl[Cu]. The product is [Cl:1][C:2]1[C:3]([CH2:10][N:11]2[C:19](=[O:20])[C:18]3[C:13](=[CH:14][CH:15]=[CH:16][CH:17]=3)[C:12]2=[O:21])=[N:4][CH:5]=[C:6](/[CH:8]=[CH:9]/[CH:23]([C:28]2[CH:29]=[C:30]([Cl:36])[C:31]([Cl:35])=[C:32]([Cl:34])[CH:33]=2)[C:24]([F:26])([F:25])[F:27])[CH:7]=1. The yield is 0.500. (2) The reactants are [Br:1][C:2]1[C:3]([F:11])=[C:4]([CH:8]=[CH:9][CH:10]=1)[C:5]([OH:7])=[O:6].OS(O)(=O)=O.[CH2:17](O)[CH3:18]. The catalyst is CCOC(C)=O. The product is [Br:1][C:2]1[C:3]([F:11])=[C:4]([CH:8]=[CH:9][CH:10]=1)[C:5]([O:7][CH2:17][CH3:18])=[O:6]. The yield is 0.920. (3) The reactants are [NH2:1][C:2]1[CH:3]=[C:4]([C:8]2[C:22]([C:23]3[CH:28]=[CH:27][N:26]=[C:25]([NH:29][CH:30]4[CH2:34][CH2:33][CH2:32][CH2:31]4)[N:24]=3)=[C:11]3[CH:12]=[CH:13][CH:14]=[C:15]([NH:16][CH:17]4[CH2:21][CH2:20][CH2:19][CH2:18]4)[N:10]3[N:9]=2)[CH:5]=[CH:6][CH:7]=1.C(N(CC)CC)C.[C:42](Cl)(=[O:44])[CH3:43].O. The catalyst is CN(C)C=O. The product is [CH:17]1([NH:16][C:15]2[N:10]3[N:9]=[C:8]([C:4]4[CH:3]=[C:2]([NH:1][C:42](=[O:44])[CH3:43])[CH:7]=[CH:6][CH:5]=4)[C:22]([C:23]4[CH:28]=[CH:27][N:26]=[C:25]([NH:29][CH:30]5[CH2:31][CH2:32][CH2:33][CH2:34]5)[N:24]=4)=[C:11]3[CH:12]=[CH:13][CH:14]=2)[CH2:21][CH2:20][CH2:19][CH2:18]1. The yield is 0.920. (4) The reactants are [CH:1]12[N:8]([C:9]3[C:14]([CH2:15][O:16][C:17]4[C:26]5[C:25](=O)[O:24]C(C)(C)[O:22][C:21]=5[CH:20]=[CH:19][CH:18]=4)=[CH:13][CH:12]=[CH:11][N:10]=3)[CH:5](CC1)[CH2:4][O:3][CH2:2]2.[CH3:30][CH:31](C[AlH]CC(C)C)C.CO.C(C(C(C([O-])=O)O)O)([O-])=O.[Na+].[K+]. The catalyst is C(Cl)Cl. The product is [CH:4]12[O:3][CH:2]([CH2:30][CH2:31]1)[CH2:1][N:8]([C:9]1[C:14]([CH2:15][O:16][C:17]3[CH:18]=[CH:19][CH:20]=[C:21]([OH:22])[C:26]=3[CH:25]=[O:24])=[CH:13][CH:12]=[CH:11][N:10]=1)[CH2:5]2. The yield is 0.250.